Dataset: Reaction yield outcomes from USPTO patents with 853,638 reactions. Task: Predict the reaction yield, written as a fraction of the theoretical maximum amount of product (1.0 means a 100% yield; for example, 0.34 means a 34% yield). (1) The reactants are [C:1]([C:5]1[C:10]([N+:11]([O-:13])=[O:12])=[CH:9][C:8]([NH:14][C:15]#[C:16][Si](C)(C)C)=[CH:7][CH:6]=1)([CH3:4])([CH3:3])[CH3:2]. The catalyst is CN(C=O)C.[Cu]I. The product is [C:1]([C:5]1[CH:6]=[C:7]2[C:8](=[CH:9][C:10]=1[N+:11]([O-:13])=[O:12])[NH:14][CH:15]=[CH:16]2)([CH3:4])([CH3:3])[CH3:2]. The yield is 0.690. (2) The reactants are [CH:1]1([CH2:4][N:5]2[C:10](=[O:11])[C:9]([CH2:12][CH2:13][CH2:14]OS(C)(=O)=O)=[CH:8][C:7]([C:20]3[CH:25]=[CH:24][C:23]([O:26][CH3:27])=[C:22]([F:28])[CH:21]=3)=[N:6]2)[CH2:3][CH2:2]1.[CH3:29][NH:30][CH3:31]. No catalyst specified. The product is [CH:1]1([CH2:4][N:5]2[C:10](=[O:11])[C:9]([CH2:12][CH2:13][CH2:14][N:30]([CH3:31])[CH3:29])=[CH:8][C:7]([C:20]3[CH:25]=[CH:24][C:23]([O:26][CH3:27])=[C:22]([F:28])[CH:21]=3)=[N:6]2)[CH2:3][CH2:2]1. The yield is 0.647. (3) The reactants are C([N:8]1[CH2:13][CH2:12][N:11]([C:14](=[O:30])[CH2:15][CH2:16][C:17]2[CH:22]=[CH:21][CH:20]=[CH:19][C:18]=2[O:23][C:24]2[CH:29]=[CH:28][CH:27]=[CH:26][CH:25]=2)[C@H:10]([CH2:31][C:32]2[CH:37]=[CH:36][C:35]([OH:38])=[CH:34][CH:33]=2)[CH2:9]1)C1C=CC=CC=1.[N:39]1([C:45](Cl)=[O:46])[CH2:44][CH2:43]O[CH2:41][CH2:40]1.[CH:48]([O-])=O.[NH4+:51]. The catalyst is N1C=CC=CC=1.[OH-].[OH-].[Pd+2]. The product is [CH3:48][N:51]1[CH2:43][CH2:44][N:39]([C:45]([O:38][C:35]2[CH:34]=[CH:33][C:32]([CH2:31][C@@H:10]3[CH2:9][NH:8][CH2:13][CH2:12][N:11]3[C:14](=[O:30])[CH2:15][CH2:16][C:17]3[CH:22]=[CH:21][CH:20]=[CH:19][C:18]=3[O:23][C:24]3[CH:25]=[CH:26][CH:27]=[CH:28][CH:29]=3)=[CH:37][CH:36]=2)=[O:46])[CH2:40][CH2:41]1. The yield is 0.500. (4) The reactants are [F:1][C:2]([F:13])([F:12])[CH2:3][O:4][C:5]1[CH:10]=[CH:9][C:8]([OH:11])=[CH:7][CH:6]=1.S(Cl)([Cl:17])(=O)=O. The catalyst is C(NCC(C)C)C(C)C.C1(C)C=CC=CC=1. The product is [Cl:17][C:7]1[CH:6]=[C:5]([O:4][CH2:3][C:2]([F:12])([F:13])[F:1])[CH:10]=[CH:9][C:8]=1[OH:11]. The yield is 0.940.